Task: Predict the product of the given reaction.. Dataset: Forward reaction prediction with 1.9M reactions from USPTO patents (1976-2016) (1) Given the reactants [CH:1]([C:3]1[CH:4]=[N:5][N:6]2[CH:11]=[CH:10][C:9]([C:12]3[CH:13]=[C:14]([CH:18]=[CH:19][CH:20]=3)[C:15]([O-:17])=[O:16])=[N:8][C:7]=12)=O.[S:21]1[CH2:27][C:25](=[O:26])[NH:24][C:22]1=[S:23].N1CCCC[CH2:29]1, predict the reaction product. The product is: [O:26]=[C:25]1[C:27](=[CH:1][C:3]2[CH:4]=[N:5][N:6]3[CH:11]=[CH:10][C:9]([C:12]4[CH:13]=[C:14]([CH:18]=[CH:19][CH:20]=4)[C:15]([O:17][CH3:29])=[O:16])=[N:8][C:7]=23)[S:21][C:22](=[S:23])[NH:24]1. (2) Given the reactants [NH2:1][C:2]1[CH:20]=[CH:19][C:5]([O:6][C:7]2[C:8]3[N:15]([CH3:16])[C:14]([C:17]#[N:18])=[CH:13][C:9]=3[N:10]=[CH:11][N:12]=2)=[CH:4][C:3]=1[Cl:21].C(N(CC)CC)C.[F:29][C:30]([F:41])([F:40])[C:31]1[CH:32]=[C:33]([N:37]=[C:38]=[O:39])[CH:34]=[CH:35][CH:36]=1, predict the reaction product. The product is: [Cl:21][C:3]1[CH:4]=[C:5]([O:6][C:7]2[C:8]3[N:15]([CH3:16])[C:14]([C:17]#[N:18])=[CH:13][C:9]=3[N:10]=[CH:11][N:12]=2)[CH:19]=[CH:20][C:2]=1[NH:1][C:38]([NH:37][C:33]1[CH:34]=[CH:35][CH:36]=[C:31]([C:30]([F:29])([F:40])[F:41])[CH:32]=1)=[O:39]. (3) Given the reactants Br[C:2]1[C:3]2[C:4]3[CH:17]=[CH:16][S:15][C:5]=3[C:6](=[O:14])[NH:7][C:8]=2[CH:9]=[CH:10][C:11]=1[O:12][CH3:13].[CH3:18][C:19]([C:23]1[CH:28]=[CH:27][C:26](B2OC(C)(C)C(C)(C)O2)=[CH:25][CH:24]=1)([CH3:22])[C:20]#[N:21], predict the reaction product. The product is: [CH3:13][O:12][C:11]1[CH:10]=[CH:9][C:8]2[NH:7][C:6](=[O:14])[C:5]3[S:15][CH:16]=[CH:17][C:4]=3[C:3]=2[C:2]=1[C:26]1[CH:27]=[CH:28][C:23]([C:19]([CH3:22])([CH3:18])[C:20]#[N:21])=[CH:24][CH:25]=1. (4) Given the reactants Cl[C:2]1[CH:3]=[N+:4]([O-:8])[CH:5]=[CH:6][CH:7]=1, predict the reaction product. The product is: [N:4]1([C:2]2[CH:3]=[N+:4]([O-:8])[CH:5]=[CH:6][CH:7]=2)[CH2:5][CH2:6][CH2:7][CH2:2][CH2:3]1. (5) Given the reactants [Br:1][C:2]1[C:3]([CH3:11])=[C:4]([CH:8]=[CH:9][CH:10]=1)[C:5]([OH:7])=O.[CH:12]([N:15](CC)[CH:16](C)[CH3:17])(C)[CH3:13].CN(C(ON1N=NC2C=CC=CC1=2)=[N+](C)C)C.[B-](F)(F)(F)F.C(NCC)C, predict the reaction product. The product is: [Br:1][C:2]1[C:3]([CH3:11])=[C:4]([CH:8]=[CH:9][CH:10]=1)[C:5]([N:15]([CH2:16][CH3:17])[CH2:12][CH3:13])=[O:7]. (6) Given the reactants C[O:2][C:3]([C:5]1[CH:10]=[CH:9][N:8]2[C:11](I)=[CH:12][N:13]=[C:7]2[CH:6]=1)=[O:4].C([O-])([O-])=O.[Na+:19].[Na+].[Cl:21][C:22]1[CH:23]=[C:24](B(O)O)[CH:25]=[CH:26][CH:27]=1, predict the reaction product. The product is: [Na+:19].[Cl:21][C:22]1[CH:27]=[C:26]([C:11]2[N:8]3[CH:9]=[CH:10][C:5]([C:3]([O-:2])=[O:4])=[CH:6][C:7]3=[N:13][CH:12]=2)[CH:25]=[CH:24][CH:23]=1.